From a dataset of Forward reaction prediction with 1.9M reactions from USPTO patents (1976-2016). Predict the product of the given reaction. The product is: [CH3:1][N:2]1[C:6]2[NH:7][C:17](=[O:16])[CH:18]=[C:19]([C:20]([F:23])([F:22])[F:21])[C:5]=2[C:4]([C:8]2[CH:9]=[CH:10][CH:11]=[CH:12][CH:13]=2)=[N:3]1. Given the reactants [CH3:1][N:2]1[C:6]([NH2:7])=[CH:5][C:4]([C:8]2[CH:13]=[CH:12][CH:11]=[CH:10][CH:9]=2)=[N:3]1.C([O:16][C:17](=O)[CH2:18][C:19](=O)[C:20]([F:23])([F:22])[F:21])C, predict the reaction product.